Task: Predict the product of the given reaction.. Dataset: Forward reaction prediction with 1.9M reactions from USPTO patents (1976-2016) (1) Given the reactants [C:1]12([CH2:11][S:12]([O-:15])(=[O:14])=[O:13])[C:8]([CH3:10])([CH3:9])[CH:5]([CH2:6][CH2:7]1)[CH2:4][C:2]2=[O:3].[CH3:16][NH+:17]1[CH2:22][CH2:21][O:20][CH2:19][CH2:18]1.[C:23](=[O:26])(O)[O-].[Na+].Cl[C:29]1[N:34]=[C:33](OC)[N:32]=[C:31](OC)[N:30]=1, predict the reaction product. The product is: [C:1]12([CH2:11][S:12]([O-:15])(=[O:13])=[O:14])[C:8]([CH3:10])([CH3:9])[CH:5]([CH2:6][CH2:7]1)[CH2:4][C:2]2=[O:3].[CH3:16][N+:17]1([N:30]2[CH2:31][N:32]([O:26][CH3:23])[CH2:33][N:34]([O:3][CH3:2])[CH2:29]2)[CH2:22][CH2:21][O:20][CH2:19][CH2:18]1. (2) Given the reactants [CH3:1][N:2]1[C:6]2[CH:7]=[CH:8][CH:9]=[CH:10][C:5]=2[N:4]=[C:3]1[CH2:11][CH2:12][C:13]([N:15]1[CH2:22][CH2:21][CH2:20][C@H:16]1[C:17](O)=[O:18])=[O:14].[F:23][CH:24]([F:33])[CH:25]([NH2:32])[C:26]1[CH:31]=[CH:30][CH:29]=[CH:28][CH:27]=1.C(N(CC)CC)C.C(Cl)CCl.C1C=CC2N(O)N=NC=2C=1, predict the reaction product. The product is: [F:23][CH:24]([F:33])[CH:25]([NH:32][C:17](=[O:18])[C@@H:16]1[CH2:20][CH2:21][CH2:22][N:15]1[C:13](=[O:14])[CH2:12][CH2:11][C:3]1[N:2]([CH3:1])[C:6]2[CH:7]=[CH:8][CH:9]=[CH:10][C:5]=2[N:4]=1)[C:26]1[CH:31]=[CH:30][CH:29]=[CH:28][CH:27]=1. (3) Given the reactants [CH:1]([N:4]1[C:9](=[O:10])[CH:8]=[CH:7][C:6]([C:11](=O)[CH:12]=[N:13][OH:14])=[N:5]1)([CH3:3])[CH3:2].[NH2:16][CH:17]([C:20]#[N:21])[C:18]#[N:19].C1(C)C=CC(S(O)(=O)=O)=CC=1.C([O-])(O)=O.[Na+], predict the reaction product. The product is: [NH2:21][C:20]1[C:17]([C:18]#[N:19])=[N:16][C:11]([C:6]2[CH:7]=[CH:8][C:9](=[O:10])[N:4]([CH:1]([CH3:3])[CH3:2])[N:5]=2)=[CH:12][N+:13]=1[O-:14]. (4) Given the reactants O.[OH-].[Li+:3].C[O:5][C:6]([C:8]1[O:9][C:10]2[CH2:11][N:12]([CH3:17])[CH2:13][CH2:14][C:15]=2[N:16]=1)=[O:7], predict the reaction product. The product is: [CH3:17][N:12]1[CH2:13][CH2:14][C:15]2[N:16]=[C:8]([C:6]([O-:7])=[O:5])[O:9][C:10]=2[CH2:11]1.[Li+:3].